Dataset: Full USPTO retrosynthesis dataset with 1.9M reactions from patents (1976-2016). Task: Predict the reactants needed to synthesize the given product. (1) Given the product [Cl:14][C:8]1[O:9][C:5]2[CH:4]=[CH:3][C:2]([Cl:1])=[CH:11][C:6]=2[N:7]=1, predict the reactants needed to synthesize it. The reactants are: [Cl:1][C:2]1[CH:3]=[CH:4][C:5]2[O:9][C:8](S)=[N:7][C:6]=2[CH:11]=1.S(Cl)([Cl:14])=O. (2) Given the product [CH2:40]([O:42][CH2:43][C:44]1[N:45]=[C:46]([CH2:49][N:50]2[N:54]=[C:53]([NH:55][C:14]([C:10]3[N:11]=[CH:12][O:13][C:9]=3[C:3]3[CH:4]=[CH:5][CH:6]=[CH:7][CH:8]=3)=[O:16])[CH:52]=[N:51]2)[O:47][CH:48]=1)[CH3:41], predict the reactants needed to synthesize it. The reactants are: N#N.[C:3]1([C:9]2[O:13][CH:12]=[N:11][C:10]=2[C:14]([OH:16])=O)[CH:8]=[CH:7][CH:6]=[CH:5][CH:4]=1.C1C=CC2N(O)N=NC=2C=1.C(Cl)CCl.CCN(C(C)C)C(C)C.[CH2:40]([O:42][CH2:43][C:44]1[N:45]=[C:46]([CH2:49][N:50]2[N:54]=[C:53]([NH2:55])[CH:52]=[N:51]2)[O:47][CH:48]=1)[CH3:41]. (3) Given the product [CH2:16]([N:10]1[C:9](=[O:23])[C:8]2[CH:7]=[N:6][C:5]([C:3]([NH:24][CH2:25][CH2:26][O:27][CH2:28][C:29]([OH:31])=[O:30])=[O:4])=[C:14]([OH:15])[C:13]=2[CH:12]=[CH:11]1)[C:17]1[CH:18]=[CH:19][CH:20]=[CH:21][CH:22]=1, predict the reactants needed to synthesize it. The reactants are: CO[C:3]([C:5]1[N:6]=[CH:7][C:8]2[C:9](=[O:23])[N:10]([CH2:16][C:17]3[CH:22]=[CH:21][CH:20]=[CH:19][CH:18]=3)[CH:11]=[CH:12][C:13]=2[C:14]=1[OH:15])=[O:4].[NH2:24][CH2:25][CH2:26][O:27][CH2:28][C:29]([OH:31])=[O:30].C[O-].[Na+].